From a dataset of Catalyst prediction with 721,799 reactions and 888 catalyst types from USPTO. Predict which catalyst facilitates the given reaction. (1) Reactant: [Cl:1][C:2]1[CH:10]=[C:9]2[C:5]([C:6]([C:11]([NH2:13])=[O:12])=[N:7][NH:8]2)=[CH:4][CH:3]=1.C(=O)([O-])[O-].[K+].[K+].Br[CH2:21][C:22]([O:24][C:25]([CH3:28])([CH3:27])[CH3:26])=[O:23]. Product: [C:25]([O:24][C:22](=[O:23])[CH2:21][N:8]1[C:9]2[C:5](=[CH:4][CH:3]=[C:2]([Cl:1])[CH:10]=2)[C:6]([C:11](=[O:12])[NH2:13])=[N:7]1)([CH3:28])([CH3:27])[CH3:26]. The catalyst class is: 144. (2) Reactant: [F:1][C:2]1[CH:3]=[N:4][CH:5]=[CH:6][C:7]=1[CH2:8][C:9]([C:11]1[C:20]2[C:15](=[CH:16][CH:17]=[CH:18][CH:19]=2)[CH:14]=[CH:13][CH:12]=1)=[O:10].[H-].[Na+].Br[CH2:24][C:25]([O:27][CH2:28][CH3:29])=[O:26].[Cl-].[NH4+].C(=O)(O)[O-].[Na+]. Product: [F:1][C:2]1[CH:3]=[N:4][CH:5]=[CH:6][C:7]=1[CH:8]([C:9]([C:11]1[C:20]2[C:15](=[CH:16][CH:17]=[CH:18][CH:19]=2)[CH:14]=[CH:13][CH:12]=1)=[O:10])[CH2:24][C:25]([O:27][CH2:28][CH3:29])=[O:26]. The catalyst class is: 155. (3) The catalyst class is: 4. Reactant: [NH2:1][C:2]([C@@H:4]([NH:9][C:10]([N:12]1[C:16]2[CH:17]=[CH:18][CH:19]=[CH:20][C:15]=2[N:14]([CH2:21][CH2:22][S:23]([CH3:25])=[O:24])[C:13]1=[O:26])=[O:11])[C:5]([CH3:8])([CH3:7])[CH3:6])=[O:3].ClC1C=CC=C(C(OO)=[O:35])C=1.C([O-])(O)=O.[Na+]. Product: [NH2:1][C:2]([C@@H:4]([NH:9][C:10]([N:12]1[C:16]2[CH:17]=[CH:18][CH:19]=[CH:20][C:15]=2[N:14]([CH2:21][CH2:22][S:23]([CH3:25])(=[O:35])=[O:24])[C:13]1=[O:26])=[O:11])[C:5]([CH3:8])([CH3:7])[CH3:6])=[O:3]. (4) Reactant: [CH3:1][O:2][C:3](=[O:19])[C:4]1[CH:13]=[C:12]([O:14][CH:15]([CH3:17])[CH3:16])[CH:11]=[C:6]([C:7]([O:9][CH3:10])=[O:8])[C:5]=1[CH3:18].C1C(=O)N([Br:27])C(=O)C1.CC(N=NC(C#N)(C)C)(C#N)C. Product: [CH3:10][O:9][C:7](=[O:8])[C:6]1[CH:11]=[C:12]([O:14][CH:15]([CH3:16])[CH3:17])[CH:13]=[C:4]([C:3]([O:2][CH3:1])=[O:19])[C:5]=1[CH2:18][Br:27]. The catalyst class is: 53. (5) Reactant: [CH2:1]([CH:3]([CH2:48][CH2:49][CH2:50][CH3:51])[CH2:4][Si:5]1([CH2:40][CH:41]([CH2:46][CH3:47])[CH2:42][CH2:43][CH2:44][CH3:45])[C:27]2[CH:26]=[C:25]([C:28]3[C:33]4=[N:34][S:35][N:36]=[C:32]4[C:31](I)=[C:30]([F:38])[C:29]=3[F:39])[S:24][C:23]=2[C:7]2[S:8][C:9]([C:11]3[C:16]4=[N:17][S:18][N:19]=[C:15]4[C:14](I)=[C:13]([F:21])[C:12]=3[F:22])=[CH:10][C:6]1=2)[CH3:2].[CH2:52]([C:58]1[S:62][C:61]([C:63]2[S:64][C:65](B3OC(C)(C)C(C)(C)O3)=[CH:66][CH:67]=2)=[CH:60][CH:59]=1)[CH2:53][CH2:54][CH2:55][CH2:56][CH3:57]. Product: [CH2:1]([CH:3]([CH2:48][CH2:49][CH2:50][CH3:51])[CH2:4][Si:5]1([CH2:40][CH:41]([CH2:46][CH3:47])[CH2:42][CH2:43][CH2:44][CH3:45])[C:27]2[CH:26]=[C:25]([C:28]3[C:33]4=[N:34][S:35][N:36]=[C:32]4[C:31]([C:65]4[S:64][C:63]([C:61]5[S:62][C:58]([CH2:52][CH2:53][CH2:54][CH2:55][CH2:56][CH3:57])=[CH:59][CH:60]=5)=[CH:67][CH:66]=4)=[C:30]([F:38])[C:29]=3[F:39])[S:24][C:23]=2[C:7]2[S:8][C:9]([C:11]3[C:16]4=[N:17][S:18][N:19]=[C:15]4[C:14]([C:25]4[S:24][C:23]([C:7]5[S:8][C:9]([CH2:11][CH2:12][CH2:13][CH2:14][CH2:15][CH3:16])=[CH:10][CH:6]=5)=[CH:27][CH:26]=4)=[C:13]([F:21])[C:12]=3[F:22])=[CH:10][C:6]1=2)[CH3:2]. The catalyst class is: 101. (6) Reactant: [CH:1]1[C:13]2[CH2:12][C:11]3[C:6](=[CH:7][CH:8]=[CH:9][CH:10]=3)[C:5]=2[CH:4]=[CH:3][CH:2]=1.C([Li])CCC.[CH2:19](Br)[CH2:20][CH2:21][CH2:22][CH2:23][CH3:24]. Product: [CH2:19]([CH:12]1[C:11]2[CH:10]=[CH:9][CH:8]=[CH:7][C:6]=2[C:5]2[C:13]1=[CH:1][CH:2]=[CH:3][CH:4]=2)[CH2:20][CH2:21][CH2:22][CH2:23][CH3:24]. The catalyst class is: 188. (7) Reactant: [Cl:1][C:2]1[CH:7]=[CH:6][C:5]([C:8]2[S:12][C:11]([N:13]=[C:14]=[O:15])=[N:10][C:9]=2[CH3:16])=[CH:4][C:3]=1[S:17]([CH3:20])(=[O:19])=[O:18].ClC1C=CC(C2SC(N)=NC=2C)=CC=1S(C)(=O)=O.[C:39]([Si:43]([C:55]1[CH:60]=[CH:59][CH:58]=[CH:57][CH:56]=1)([C:49]1[CH:54]=[CH:53][CH:52]=[CH:51][CH:50]=1)[O:44][CH:45]1[CH2:48][NH:47][CH2:46]1)([CH3:42])([CH3:41])[CH3:40]. Product: [Cl:1][C:2]1[CH:7]=[CH:6][C:5]([C:8]2[S:12][C:11]([NH:13][C:14]([N:47]3[CH2:46][CH:45]([O:44][Si:43]([C:39]([CH3:42])([CH3:41])[CH3:40])([C:55]4[CH:56]=[CH:57][CH:58]=[CH:59][CH:60]=4)[C:49]4[CH:54]=[CH:53][CH:52]=[CH:51][CH:50]=4)[CH2:48]3)=[O:15])=[N:10][C:9]=2[CH3:16])=[CH:4][C:3]=1[S:17]([CH3:20])(=[O:18])=[O:19]. The catalyst class is: 3. (8) Reactant: CCCCCC.C([Li])CCC.[CH3:12][O:13][C:14]1[CH:22]=[CH:21][C:17]2[S:18][CH:19]=[CH:20][C:16]=2[CH:15]=1.[Br:23][C:24]1[C:33]2[C:28](=[CH:29][CH:30]=[CH:31][CH:32]=2)[CH:27]=[C:26]([CH:34]=[O:35])[CH:25]=1.[Cl-].[NH4+]. Product: [Br:23][C:24]1[C:33]2[C:28](=[CH:29][CH:30]=[CH:31][CH:32]=2)[CH:27]=[C:26]([CH:34]([C:19]2[S:18][C:17]3[CH:21]=[CH:22][C:14]([O:13][CH3:12])=[CH:15][C:16]=3[CH:20]=2)[OH:35])[CH:25]=1. The catalyst class is: 1.